This data is from NCI-60 drug combinations with 297,098 pairs across 59 cell lines. The task is: Regression. Given two drug SMILES strings and cell line genomic features, predict the synergy score measuring deviation from expected non-interaction effect. (1) Drug 1: CN(CC1=CN=C2C(=N1)C(=NC(=N2)N)N)C3=CC=C(C=C3)C(=O)NC(CCC(=O)O)C(=O)O. Drug 2: C(CCl)NC(=O)N(CCCl)N=O. Cell line: UACC62. Synergy scores: CSS=45.5, Synergy_ZIP=-5.30, Synergy_Bliss=-2.11, Synergy_Loewe=-21.9, Synergy_HSA=-1.56. (2) Drug 1: CS(=O)(=O)OCCCCOS(=O)(=O)C. Drug 2: C1CNP(=O)(OC1)N(CCCl)CCCl. Cell line: HOP-92. Synergy scores: CSS=13.8, Synergy_ZIP=1.45, Synergy_Bliss=2.21, Synergy_Loewe=-1.11, Synergy_HSA=2.67.